This data is from Ames mutagenicity test results for genotoxicity prediction. The task is: Regression/Classification. Given a drug SMILES string, predict its toxicity properties. Task type varies by dataset: regression for continuous values (e.g., LD50, hERG inhibition percentage) or binary classification for toxic/non-toxic outcomes (e.g., AMES mutagenicity, cardiotoxicity, hepatotoxicity). Dataset: ames. (1) The compound is CCc1cccc(C)c1N. The result is 1 (mutagenic). (2) The compound is COc1c(CO)c(O)cc2c1C(=O)c1ccccc1C2=O. The result is 1 (mutagenic). (3) The molecule is c1ccc2c(c1)-c1c(ccc3ccccc13)C1NC21. The result is 1 (mutagenic). (4) The molecule is CC(=O)Nc1ccc(OC(=O)c2ccccc2OC(C)=O)cc1. The result is 0 (non-mutagenic). (5) The drug is O=S(=O)(Nc1cc(Cl)cc(Cl)c1)c1cccc2cccnc12. The result is 0 (non-mutagenic).